This data is from Full USPTO retrosynthesis dataset with 1.9M reactions from patents (1976-2016). The task is: Predict the reactants needed to synthesize the given product. (1) Given the product [CH2:1]([C:8]1[S:9][CH:10]=[C:11]([CH2:13][NH2:15])[N:12]=1)[C:2]1[CH:7]=[CH:6][CH:5]=[CH:4][CH:3]=1, predict the reactants needed to synthesize it. The reactants are: [CH2:1]([C:8]1[S:9][CH:10]=[C:11]([CH2:13]Cl)[N:12]=1)[C:2]1[CH:7]=[CH:6][CH:5]=[CH:4][CH:3]=1.[NH3:15]. (2) Given the product [F:1][CH:2]1[CH:7]([CH2:8][C:9]([O:11][CH2:12][CH3:13])=[O:10])[CH2:6][CH2:5][N:4]([CH2:24][CH2:23][N:21]([C:19]([O:18][C:14]([CH3:15])([CH3:17])[CH3:16])=[O:20])[CH3:22])[CH2:3]1, predict the reactants needed to synthesize it. The reactants are: [F:1][CH:2]1[CH:7]([CH2:8][C:9]([O:11][CH2:12][CH3:13])=[O:10])[CH2:6][CH2:5][NH:4][CH2:3]1.[C:14]([O:18][C:19]([N:21]([CH2:23][CH:24]=O)[CH3:22])=[O:20])([CH3:17])([CH3:16])[CH3:15].[BH-](OC(C)=O)(OC(C)=O)OC(C)=O.[Na+].C(O)(=O)C. (3) Given the product [C:1]([O:5][C:6]([N:8]1[CH2:13][CH2:12][N:11]([C:14]2[N:19]3[CH:20]=[N:21][CH:22]=[C:18]3[C:17]([Cl:23])=[CH:16][C:15]=2[C:24]([OH:26])=[O:25])[CH2:10][CH2:9]1)=[O:7])([CH3:4])([CH3:2])[CH3:3], predict the reactants needed to synthesize it. The reactants are: [C:1]([O:5][C:6]([N:8]1[CH2:13][CH2:12][N:11]([C:14]2[N:19]3[CH:20]=[N:21][CH:22]=[C:18]3[C:17]([Cl:23])=[CH:16][C:15]=2[C:24]([O:26]C)=[O:25])[CH2:10][CH2:9]1)=[O:7])([CH3:4])([CH3:3])[CH3:2].[OH-].[Na+].O. (4) Given the product [N:24]1[CH:23]=[CH:28][CH:27]=[C:26]([O:29][C:15]2[CH2:19][CH2:18][O:17][N:16]=2)[CH:25]=1, predict the reactants needed to synthesize it. The reactants are: C(OC1C=CC(C=O)=CC=1)CCC.Br[C:15]1[CH2:19][CH2:18][O:17][N:16]=1.COC(=O)[C:23]1[CH:28]=[CH:27][C:26]([OH:29])=[CH:25][N:24]=1. (5) Given the product [CH:1]1([CH:4]([N:11]2[CH:15]=[C:14]([C:16]3[N:21]4[CH:22]=[CH:23][N:24]=[C:20]4[CH:19]=[C:18]([C:25]4[CH:26]=[N:27][N:28]([CH3:30])[CH:29]=4)[N:17]=3)[CH:13]=[N:12]2)[CH2:5][CH2:6][OH:7])[CH2:3][CH2:2]1, predict the reactants needed to synthesize it. The reactants are: [CH:1]1([CH:4]([N:11]2[CH:15]=[C:14]([C:16]3[N:21]4[CH:22]=[CH:23][N:24]=[C:20]4[CH:19]=[C:18]([C:25]4[CH:26]=[N:27][N:28]([CH3:30])[CH:29]=4)[N:17]=3)[CH:13]=[N:12]2)[CH2:5][C:6](OCC)=[O:7])[CH2:3][CH2:2]1.[Li+].[BH4-].